Dataset: Peptide-MHC class I binding affinity with 185,985 pairs from IEDB/IMGT. Task: Regression. Given a peptide amino acid sequence and an MHC pseudo amino acid sequence, predict their binding affinity value. This is MHC class I binding data. The peptide sequence is LMHLVSLYK. The MHC is HLA-A02:06 with pseudo-sequence HLA-A02:06. The binding affinity (normalized) is 0.